This data is from Forward reaction prediction with 1.9M reactions from USPTO patents (1976-2016). The task is: Predict the product of the given reaction. (1) Given the reactants Cl.[CH3:2][O:3][C:4]1[CH:5]=[C:6]2[C:11](=[CH:12][C:13]=1[O:14][CH3:15])[CH2:10][N:9]([CH2:16][C:17]([OH:19])=[O:18])[CH2:8][CH2:7]2.C(Cl)CCl.[Cl:24][C:25]1[CH:26]=[N+:27]([O-:50])[CH:28]=[C:29]([Cl:49])[C:30]=1[CH2:31][C@@H:32]([C:34]1[CH:39]=[CH:38][C:37]([O:40][CH:41]([F:43])[F:42])=[C:36]([O:44][CH2:45][CH:46]2[CH2:48][CH2:47]2)[CH:35]=1)O, predict the reaction product. The product is: [Cl:24][C:25]1[CH:26]=[N+:27]([O-:50])[CH:28]=[C:29]([Cl:49])[C:30]=1[CH2:31][C@@H:32]([C:34]1[CH:39]=[CH:38][C:37]([O:40][CH:41]([F:43])[F:42])=[C:36]([O:44][CH2:45][CH:46]2[CH2:48][CH2:47]2)[CH:35]=1)[O:18][C:17](=[O:19])[CH2:16][N:9]1[CH2:8][CH2:7][C:6]2[C:11](=[CH:12][C:13]([O:14][CH3:15])=[C:4]([O:3][CH3:2])[CH:5]=2)[CH2:10]1. (2) Given the reactants C1(C)C(C)=CC=CC=1.[O:9]1[CH2:13][CH2:12][O:11][CH:10]1[CH2:14][N:15]1[C:24]2[C:19](=[CH:20][CH:21]=[C:22]([O:25][CH3:26])[CH:23]=2)[C:18]([CH3:27])=[CH:17][C:16]1=[O:28].C([O:31]CC)C, predict the reaction product. The product is: [O:9]1[CH2:13][CH2:12][O:11][CH:10]1[CH2:14][N:15]1[C:24]2[C:19](=[CH:20][CH:21]=[C:22]([O:25][CH3:26])[CH:23]=2)[C:18]([CH:27]=[O:31])=[CH:17][C:16]1=[O:28]. (3) The product is: [NH2:1][CH2:4][CH2:5][CH2:6][CH:7]1[CH2:12][CH2:11][N:10]([C:13]([O:15][CH:16]([CH3:18])[CH3:17])=[O:14])[CH2:9][CH2:8]1. Given the reactants [N:1]([CH2:4][CH2:5][CH2:6][CH:7]1[CH2:12][CH2:11][N:10]([C:13]([O:15][CH:16]([CH3:18])[CH3:17])=[O:14])[CH2:9][CH2:8]1)=[N+]=[N-].CC(O)=O, predict the reaction product. (4) Given the reactants [CH2:1]([O:3][C:4]([CH2:6][S:7][C:8]1[C:16]2[C:12](=[C:13]([C:19]([O:21][CH2:22][CH3:23])=[O:20])[S:14][C:15]=2[S:17][CH3:18])[CH2:11][CH2:10][C:9]=1[CH:24]=O)=[O:5])[CH3:2], predict the reaction product. The product is: [CH3:18][S:17][C:15]1[S:14][C:13]([C:19]([O:21][CH2:22][CH3:23])=[O:20])=[C:12]2[CH2:11][CH2:10][C:9]3[CH:24]=[C:6]([C:4]([O:3][CH2:1][CH3:2])=[O:5])[S:7][C:8]=3[C:16]=12.